Predict which catalyst facilitates the given reaction. From a dataset of Catalyst prediction with 721,799 reactions and 888 catalyst types from USPTO. (1) Product: [CH2:1]([O:8][C:9](=[O:34])[C@H:10]([NH:26][C:27]([O:29][C:30]([CH3:33])([CH3:32])[CH3:31])=[O:28])[CH2:11][C:12]1[C:20]2[C:15](=[CH:16][CH:17]=[CH:18][CH:19]=2)[N:14]([CH2:21][CH3:22])[CH:13]=1)[C:2]1[CH:7]=[CH:6][CH:5]=[CH:4][CH:3]=1. Reactant: [CH2:1]([O:8][C:9](=[O:34])[C@H:10]([NH:26][C:27]([O:29][C:30]([CH3:33])([CH3:32])[CH3:31])=[O:28])[CH2:11][C:12]1[C:20]2[C:15](=[CH:16][CH:17]=[CH:18][CH:19]=2)[N:14]([CH2:21][CH2:22]CCC)[CH:13]=1)[C:2]1[CH:7]=[CH:6][CH:5]=[CH:4][CH:3]=1.ICC.C(=O)([O-])[O-].[Cs+].[Cs+]. The catalyst class is: 21. (2) Reactant: F[C:2]1[N:7]2[CH:8]=[C:9]([CH2:11][N:12]([CH3:23])[CH:13]3[C:22]4[N:21]=[CH:20][CH:19]=[CH:18][C:17]=4[CH2:16][CH2:15][CH2:14]3)[N:10]=[C:6]2[CH:5]=[CH:4][CH:3]=1.[CH3:24][C:25]([O:28][C:29]([NH:31][CH:32]1[CH2:35][NH:34][CH2:33]1)=[O:30])([CH3:27])[CH3:26]. Product: [CH3:23][N:12]([CH2:11][C:9]1[N:10]=[C:6]2[CH:5]=[CH:4][CH:3]=[C:2]([N:34]3[CH2:35][CH:32]([NH:31][C:29](=[O:30])[O:28][C:25]([CH3:26])([CH3:24])[CH3:27])[CH2:33]3)[N:7]2[CH:8]=1)[CH:13]1[C:22]2[N:21]=[CH:20][CH:19]=[CH:18][C:17]=2[CH2:16][CH2:15][CH2:14]1. The catalyst class is: 245. (3) Reactant: [BH4-].[Li+].C(OC(=O)[C:7]([CH:9]1[CH2:13][CH2:12][O:11][CH:10]1[O:14][CH3:15])=[O:8])C.Cl.C(N(CC)CC)C. Product: [O:14]1[CH:10]2[O:11][CH2:12][CH2:13][CH:9]2[CH:7]([OH:8])[CH2:15]1. The catalyst class is: 1.